Dataset: Retrosynthesis with 50K atom-mapped reactions and 10 reaction types from USPTO. Task: Predict the reactants needed to synthesize the given product. (1) Given the product COC(=O)C(C)(C)CN, predict the reactants needed to synthesize it. The reactants are: COC(=O)C(C)(C)CN1C(=O)c2ccccc2C1=O. (2) Given the product COc1cc(NC(=O)Cn2cnc3cccc(CO)c32)cc(OC)c1, predict the reactants needed to synthesize it. The reactants are: COc1cc(NC(=O)Cn2cnc3cccc(C(=O)O)c32)cc(OC)c1. (3) Given the product Cc1ccccc1-c1cc(Oc2cccc(C#N)c2)ncc1C(=O)N(C)Cc1cc(C(F)(F)F)cc(C(F)(F)F)c1, predict the reactants needed to synthesize it. The reactants are: Cc1ccccc1-c1cc(I)ncc1C(=O)N(C)Cc1cc(C(F)(F)F)cc(C(F)(F)F)c1.N#Cc1cccc(O)c1.